From a dataset of Full USPTO retrosynthesis dataset with 1.9M reactions from patents (1976-2016). Predict the reactants needed to synthesize the given product. The reactants are: Cl[C:2]1[N:7]=[CH:6][N:5]=[C:4]([NH:8][C:9]2[CH:33]=[CH:32][C:12]([C:13]([NH:15][C:16]3[S:17][CH:18]=[C:19]([C:21]4[CH:26]=[CH:25][CH:24]=[C:23]([C:27]([F:30])([F:29])[F:28])[C:22]=4[F:31])[N:20]=3)=[O:14])=[CH:11][CH:10]=2)[CH:3]=1.[CH3:34][NH:35][CH2:36][CH2:37][OH:38]. Given the product [F:31][C:22]1[C:23]([C:27]([F:30])([F:29])[F:28])=[CH:24][CH:25]=[CH:26][C:21]=1[C:19]1[N:20]=[C:16]([NH:15][C:13](=[O:14])[C:12]2[CH:32]=[CH:33][C:9]([NH:8][C:4]3[CH:3]=[C:2]([N:35]([CH2:36][CH2:37][OH:38])[CH3:34])[N:7]=[CH:6][N:5]=3)=[CH:10][CH:11]=2)[S:17][CH:18]=1, predict the reactants needed to synthesize it.